From a dataset of CYP2D6 inhibition data for predicting drug metabolism from PubChem BioAssay. Regression/Classification. Given a drug SMILES string, predict its absorption, distribution, metabolism, or excretion properties. Task type varies by dataset: regression for continuous measurements (e.g., permeability, clearance, half-life) or binary classification for categorical outcomes (e.g., BBB penetration, CYP inhibition). Dataset: cyp2d6_veith. (1) The molecule is COc1cccc2cc3c(=O)oc4ccccc4c3nc12. The result is 0 (non-inhibitor). (2) The compound is CS(=O)(=O)N1CCC2(CC1)CN(c1ncccn1)C2. The result is 0 (non-inhibitor).